From a dataset of NCI-60 drug combinations with 297,098 pairs across 59 cell lines. Regression. Given two drug SMILES strings and cell line genomic features, predict the synergy score measuring deviation from expected non-interaction effect. (1) Drug 2: CC1CCCC2(C(O2)CC(NC(=O)CC(C(C(=O)C(C1O)C)(C)C)O)C(=CC3=CSC(=N3)C)C)C. Cell line: HCC-2998. Drug 1: C1=CC=C(C=C1)NC(=O)CCCCCCC(=O)NO. Synergy scores: CSS=47.4, Synergy_ZIP=2.89, Synergy_Bliss=3.77, Synergy_Loewe=-13.6, Synergy_HSA=3.44. (2) Drug 1: CC1=C(C=C(C=C1)C(=O)NC2=CC(=CC(=C2)C(F)(F)F)N3C=C(N=C3)C)NC4=NC=CC(=N4)C5=CN=CC=C5. Drug 2: C(CC(=O)O)C(=O)CN.Cl. Cell line: A549. Synergy scores: CSS=5.42, Synergy_ZIP=-3.43, Synergy_Bliss=0.383, Synergy_Loewe=-0.149, Synergy_HSA=-1.06. (3) Drug 1: CS(=O)(=O)C1=CC(=C(C=C1)C(=O)NC2=CC(=C(C=C2)Cl)C3=CC=CC=N3)Cl. Drug 2: C1=NC2=C(N1)C(=S)N=C(N2)N. Cell line: SF-295. Synergy scores: CSS=31.0, Synergy_ZIP=-1.08, Synergy_Bliss=-2.19, Synergy_Loewe=-8.04, Synergy_HSA=-1.02. (4) Drug 1: CC1=C(C(CCC1)(C)C)C=CC(=CC=CC(=CC(=O)O)C)C. Drug 2: C1CC(=O)NC(=O)C1N2C(=O)C3=CC=CC=C3C2=O. Cell line: DU-145. Synergy scores: CSS=-5.02, Synergy_ZIP=1.79, Synergy_Bliss=-1.00, Synergy_Loewe=-8.12, Synergy_HSA=-5.60. (5) Drug 1: CC1C(C(CC(O1)OC2CC(OC(C2O)C)OC3=CC4=CC5=C(C(=O)C(C(C5)C(C(=O)C(C(C)O)O)OC)OC6CC(C(C(O6)C)O)OC7CC(C(C(O7)C)O)OC8CC(C(C(O8)C)O)(C)O)C(=C4C(=C3C)O)O)O)O. Drug 2: C1=NC2=C(N=C(N=C2N1C3C(C(C(O3)CO)O)F)Cl)N. Cell line: OVCAR-8. Synergy scores: CSS=56.1, Synergy_ZIP=-1.45, Synergy_Bliss=-0.462, Synergy_Loewe=-11.5, Synergy_HSA=0.547. (6) Drug 1: CC1=C(C=C(C=C1)NC2=NC=CC(=N2)N(C)C3=CC4=NN(C(=C4C=C3)C)C)S(=O)(=O)N.Cl. Drug 2: CS(=O)(=O)CCNCC1=CC=C(O1)C2=CC3=C(C=C2)N=CN=C3NC4=CC(=C(C=C4)OCC5=CC(=CC=C5)F)Cl. Cell line: SN12C. Synergy scores: CSS=16.7, Synergy_ZIP=2.05, Synergy_Bliss=8.75, Synergy_Loewe=9.60, Synergy_HSA=9.78. (7) Drug 1: C1CCC(CC1)NC(=O)N(CCCl)N=O. Drug 2: CCCS(=O)(=O)NC1=C(C(=C(C=C1)F)C(=O)C2=CNC3=C2C=C(C=N3)C4=CC=C(C=C4)Cl)F. Cell line: A498. Synergy scores: CSS=17.6, Synergy_ZIP=-3.15, Synergy_Bliss=2.17, Synergy_Loewe=-0.348, Synergy_HSA=0.728.